This data is from Forward reaction prediction with 1.9M reactions from USPTO patents (1976-2016). The task is: Predict the product of the given reaction. Given the reactants [NH2:1][CH2:2][C@H:3]1[CH2:8][CH2:7][C@H:6]([C:9]([OH:11])=[O:10])[CH2:5][CH2:4]1.S(Cl)([Cl:14])=O.[CH3:16]O, predict the reaction product. The product is: [ClH:14].[CH3:16][O:10][C:9]([C@H:6]1[CH2:5][CH2:4][C@H:3]([CH2:2][NH2:1])[CH2:8][CH2:7]1)=[O:11].